From a dataset of Forward reaction prediction with 1.9M reactions from USPTO patents (1976-2016). Predict the product of the given reaction. (1) Given the reactants [Cl:1][C:2]1[N:7]=[C:6](Cl)[CH:5]=[C:4]([CH3:9])[N:3]=1.[NH2:10][C:11]1[CH:16]=[CH:15][C:14]([CH3:17])=[CH:13][CH:12]=1.C(N(CC)CC)C, predict the reaction product. The product is: [Cl:1][C:2]1[N:7]=[C:6]([NH:10][C:11]2[CH:16]=[CH:15][C:14]([CH3:17])=[CH:13][CH:12]=2)[CH:5]=[C:4]([CH3:9])[N:3]=1. (2) The product is: [CH3:9][O:10][C:11]([C:13]1[CH:21]=[C:20]2[C:16]([C:17]3[CH:25]=[C:24]([CH3:26])[CH:23]=[N:22][C:18]=3[NH:19]2)=[C:15]([C:27]2[CH:32]=[CH:31][CH:30]=[C:29]([S:33]([CH2:36][CH3:37])(=[O:35])=[O:34])[CH:28]=2)[C:14]=1[Cl:1])=[O:12]. Given the reactants [Cl:1]N1C(=O)CCC1=O.[CH3:9][O:10][C:11]([C:13]1[CH:21]=[C:20]2[C:16]([C:17]3[CH:25]=[C:24]([CH3:26])[CH:23]=[N:22][C:18]=3[NH:19]2)=[C:15]([C:27]2[CH:32]=[CH:31][CH:30]=[C:29]([S:33]([CH2:36][CH3:37])(=[O:35])=[O:34])[CH:28]=2)[CH:14]=1)=[O:12].CC(O)=O, predict the reaction product. (3) Given the reactants C(OC([CH:6]1[CH2:11][CH2:10][N:9]([CH2:12][C:13]2[CH:18]=[CH:17][C:16]([C@@H:19]3[O:28][C:23]4=[N:24][CH:25]=[CH:26][CH:27]=[C:22]4[O:21][CH2:20]3)=[CH:15][CH:14]=2)[CH2:8][CH2:7]1)=O)C.Cl.[C@H]12C[C@H](NC1)C[N:31]2[C:37]([NH2:39])=[O:38], predict the reaction product. The product is: [O:21]1[C:22]2[C:23](=[N:24][CH:25]=[CH:26][CH:27]=2)[O:28][C@@H:19]([C:16]2[CH:17]=[CH:18][C:13]([CH2:12][N:9]3[CH2:8][C@@H:7]4[CH2:6][C@H:10]3[CH2:11][N:31]4[C:37]([NH2:39])=[O:38])=[CH:14][CH:15]=2)[CH2:20]1. (4) Given the reactants Br[C:2]1[N:10]=[CH:9][N:8]=[C:7]2[C:3]=1[N:4]=[CH:5][NH:6]2.[NH2:11][CH:12]([C:14]1[CH:23]=[C:22]([Cl:24])[C:21]2[C:16](=[CH:17][CH:18]=[CH:19][CH:20]=2)[C:15]=1[N:25]1[CH2:30][CH2:29][CH:28]([OH:31])[CH2:27][CH2:26]1)[CH3:13].C(N(CC)C(C)C)(C)C, predict the reaction product. The product is: [Cl:24][C:22]1[C:21]2[C:16](=[CH:17][CH:18]=[CH:19][CH:20]=2)[C:15]([N:25]2[CH2:26][CH2:27][CH:28]([OH:31])[CH2:29][CH2:30]2)=[C:14]([CH:12]([NH:11][C:2]2[N:10]=[CH:9][N:8]=[C:7]3[C:3]=2[N:4]=[CH:5][NH:6]3)[CH3:13])[CH:23]=1. (5) Given the reactants Br[C:2]1[CH:7]=[CH:6][C:5]([CH:8]2[S:14][CH2:13][CH2:12][NH:11][C:10]3[N:15]([CH3:24])[N:16]=[C:17]([C:18]4[CH:23]=[CH:22][CH:21]=[CH:20][N:19]=4)[C:9]2=3)=[C:4]([Cl:25])[CH:3]=1.[C:26](=O)([O-])[O-].[K+].[K+].CB1OB(C)OB(C)O1, predict the reaction product. The product is: [Cl:25][C:4]1[CH:3]=[C:2]([CH3:26])[CH:7]=[CH:6][C:5]=1[CH:8]1[S:14][CH2:13][CH2:12][NH:11][C:10]2[N:15]([CH3:24])[N:16]=[C:17]([C:18]3[CH:23]=[CH:22][CH:21]=[CH:20][N:19]=3)[C:9]1=2. (6) Given the reactants [O:1]=[C:2]1[N:7]([C:8]2[CH:13]=[CH:12][CH:11]=[CH:10][CH:9]=2)[C:6]2[S:14][C:15](C([O-])=O)=[C:16]([NH:17][C:18]3[CH:23]=[CH:22][CH:21]=[CH:20][CH:19]=3)[C:5]=2[CH:4]=[CH:3]1.[NH4+].Cl, predict the reaction product. The product is: [C:18]1([NH:17][C:16]2[C:5]3[CH:4]=[CH:3][C:2](=[O:1])[N:7]([C:8]4[CH:9]=[CH:10][CH:11]=[CH:12][CH:13]=4)[C:6]=3[S:14][CH:15]=2)[CH:19]=[CH:20][CH:21]=[CH:22][CH:23]=1. (7) Given the reactants C([O:3][C:4](=[O:28])[CH2:5][N:6]1[C:10]([CH2:11][CH3:12])=[C:9]([CH2:13][C:14]2[CH:22]=[C:21]([CH3:23])[C:20]([O:24][CH3:25])=[C:19]3[C:15]=2[CH2:16][CH2:17][CH2:18]3)[C:8]([CH2:26][CH3:27])=[N:7]1)C.[OH-].[Na+], predict the reaction product. The product is: [CH2:26]([C:8]1[C:9]([CH2:13][C:14]2[CH:22]=[C:21]([CH3:23])[C:20]([O:24][CH3:25])=[C:19]3[C:15]=2[CH2:16][CH2:17][CH2:18]3)=[C:10]([CH2:11][CH3:12])[N:6]([CH2:5][C:4]([OH:28])=[O:3])[N:7]=1)[CH3:27].